Binary Classification. Given a drug SMILES string, predict its activity (active/inactive) in a high-throughput screening assay against a specified biological target. From a dataset of Kir2.1 potassium channel HTS with 301,493 compounds. (1) The compound is O=C1N(C(=O)CC1N1CCN(CC1)c1ncccn1)C. The result is 0 (inactive). (2) The molecule is Clc1c(C(=O)N2C(=O)c3c(C2=O)cccc3N)cccc1. The result is 0 (inactive). (3) The molecule is S1c2c(N(C(=O)CN3C(=O)CCC3=O)c3c1cccc3)cccc2. The result is 0 (inactive). (4) The compound is O=C(N1CC(CCC1)C(=O)c1cc(OC(C)C)ccc1)c1n[nH]c(C2CC2)c1. The result is 0 (inactive). (5) The drug is S1C(CC(=O)c2[nH]c3c(c12)cccc3C)(C)C. The result is 0 (inactive). (6) The drug is O(c1ccc(/C=N\c2n(c3c(n2)cccc3)CC=C)cc1)C. The result is 0 (inactive). (7) The drug is s1c(c2c3c(n(nc3C)c3ccc(cc3)C)nc(N)c2C#N)ccc1. The result is 0 (inactive).